From a dataset of Full USPTO retrosynthesis dataset with 1.9M reactions from patents (1976-2016). Predict the reactants needed to synthesize the given product. (1) Given the product [CH2:1]([O:3][C:4]([C:6]1[N:7]([C:16]2[CH:21]=[CH:20][C:19]([O:22][CH:23]([CH3:25])[CH3:24])=[CH:18][CH:17]=2)[C:8]2[C:13]([CH:14]=1)=[CH:12][C:11]([C:59]1[CH:58]=[CH:57][C:56]([CH:62]3[CH2:67][CH2:66][CH2:65][CH2:64][CH2:63]3)=[CH:61][CH:60]=1)=[CH:10][CH:9]=2)=[O:5])[CH3:2], predict the reactants needed to synthesize it. The reactants are: [CH2:1]([O:3][C:4]([C:6]1[N:7]([C:16]2[CH:21]=[CH:20][C:19]([O:22][CH:23]([CH3:25])[CH3:24])=[CH:18][CH:17]=2)[C:8]2[C:13]([CH:14]=1)=[CH:12][C:11](Br)=[CH:10][CH:9]=2)=[O:5])[CH3:2].[O-]P([O-])([O-])=O.[K+].[K+].[K+].C1(C)C=CC=CC=1P(C1C=CC=CC=1C)C1C=CC=CC=1C.[CH:56]1([C:62]2[CH:67]=[CH:66][C:65](B(O)O)=[CH:64][CH:63]=2)[CH2:61][CH2:60][CH2:59][CH2:58][CH2:57]1.C([O-])(O)=O.[Na+]. (2) The reactants are: C([NH:8][C@H:9]([C:17]([OH:19])=[O:18])[CH2:10][C:11]1[CH:16]=[CH:15][CH:14]=[CH:13][CH:12]=1)(OC(C)(C)C)=O.[NH2:20][CH2:21][C:22]#[N:23].CN(C(ON1N=NC2C=CC=CC1=2)=[N+](C)C)C.F[P-](F)(F)(F)(F)F.CCN(C(C)C)C(C)C. Given the product [NH2:8][C@@H:9]([C:17]([OH:19])=[O:18])[CH2:10][C:11]1[CH:16]=[CH:15][CH:14]=[CH:13][CH:12]=1.[CH2:22]([NH2:23])[C:21]#[N:20], predict the reactants needed to synthesize it.